Task: Predict the product of the given reaction.. Dataset: Forward reaction prediction with 1.9M reactions from USPTO patents (1976-2016) (1) Given the reactants C(O[C:4]([C:6]1[CH:7]=[N:8][C:9]2[C:14]([C:15]=1[NH:16][CH:17]1[CH2:21][CH2:20][CH2:19][CH2:18]1)=[CH:13][CH:12]=[CH:11][C:10]=2[O:22][CH3:23])=[O:5])C.[C:24]1([N:30]=[C:31]=[O:32])[CH:29]=[CH:28][CH:27]=[CH:26][CH:25]=1, predict the reaction product. The product is: [CH:17]1([N:16]2[C:15]3[C:14]4[CH:13]=[CH:12][CH:11]=[C:10]([O:22][CH3:23])[C:9]=4[N:8]=[CH:7][C:6]=3[C:4](=[O:5])[N:30]([C:24]3[CH:29]=[CH:28][CH:27]=[CH:26][CH:25]=3)[C:31]2=[O:32])[CH2:18][CH2:19][CH2:20][CH2:21]1. (2) Given the reactants [Cl:1][C:2]1[C:7]([C:8]([O:10][CH2:11][CH3:12])=[O:9])=[C:6]([CH:13]=O)[N:5]=[CH:4][CH:3]=1.[C:15]([NH:18][NH2:19])(=[O:17])[CH3:16], predict the reaction product. The product is: [C:15]([NH:18]/[N:19]=[CH:13]/[C:6]1[N:5]=[CH:4][CH:3]=[C:2]([Cl:1])[C:7]=1[C:8]([O:10][CH2:11][CH3:12])=[O:9])(=[O:17])[CH3:16]. (3) Given the reactants [CH3:1][O:2][C:3]([C:5]1[S:9][C:8]2[C:10]([C:13]3[CH:18]=[CH:17][CH:16]=[C:15]([NH2:19])[CH:14]=3)=[CH:11][S:12][C:7]=2[C:6]=1[O:20][CH2:21][C:22]([O:24][CH2:25][CH3:26])=[O:23])=[O:4].[C:27]1(=O)[CH2:32][CH2:31][CH2:30][CH2:29][CH2:28]1.CC(O)=O.[BH-](OC(C)=O)(OC(C)=O)OC(C)=O.[Na+], predict the reaction product. The product is: [CH3:1][O:2][C:3]([C:5]1[S:9][C:8]2[C:10]([C:13]3[CH:18]=[CH:17][CH:16]=[C:15]([NH:19][CH:27]4[CH2:32][CH2:31][CH2:30][CH2:29][CH2:28]4)[CH:14]=3)=[CH:11][S:12][C:7]=2[C:6]=1[O:20][CH2:21][C:22]([O:24][CH2:25][CH3:26])=[O:23])=[O:4]. (4) Given the reactants [CH2:1]([C@H:8]([NH:31][C:32](=[O:42])[O:33][C@@H:34]1[C@H:41]2[C@H:37]([O:38][CH2:39][CH2:40]2)[O:36][CH2:35]1)[C@H:9]([OH:30])[CH2:10][N:11]([O:24][CH:25]([CH2:28][CH3:29])[CH2:26][CH3:27])[S:12]([C:15]1[CH:20]=[CH:19][C:18]([N+:21]([O-])=O)=[CH:17][CH:16]=1)(=[O:14])=[O:13])[C:2]1[CH:7]=[CH:6][CH:5]=[CH:4][CH:3]=1, predict the reaction product. The product is: [NH2:21][C:18]1[CH:17]=[CH:16][C:15]([S:12]([N:11]([O:24][CH:25]([CH2:28][CH3:29])[CH2:26][CH3:27])[CH2:10][C@@H:9]([OH:30])[C@@H:8]([NH:31][C:32](=[O:42])[O:33][C@@H:34]2[C@H:41]3[C@H:37]([O:38][CH2:39][CH2:40]3)[O:36][CH2:35]2)[CH2:1][C:2]2[CH:3]=[CH:4][CH:5]=[CH:6][CH:7]=2)(=[O:14])=[O:13])=[CH:20][CH:19]=1. (5) Given the reactants C(N=C=NCCCN(C)C)C.[CH2:12]([O:32][CH:33]([CH2:37][CH3:38])[C:34]([OH:36])=[O:35])[CH2:13][CH2:14][CH2:15]/[CH:16]=[CH:17]\[CH2:18]/[CH:19]=[CH:20]\[CH2:21]/[CH:22]=[CH:23]\[CH2:24]/[CH:25]=[CH:26]\[CH2:27]/[CH:28]=[CH:29]\[CH2:30][CH3:31].O[C:40]1[CH:52]=[CH:51][CH:50]=[CH:49][C:41]=1[C:42]([O:44][C:45]([CH3:48])([CH3:47])[CH3:46])=[O:43], predict the reaction product. The product is: [CH2:12]([O:32][CH:33]([CH2:37][CH3:38])[C:34]([O:36][C:49]1[CH:50]=[CH:51][CH:52]=[CH:40][C:41]=1[C:42]([O:44][C:45]([CH3:48])([CH3:47])[CH3:46])=[O:43])=[O:35])[CH2:13][CH2:14][CH2:15]/[CH:16]=[CH:17]\[CH2:18]/[CH:19]=[CH:20]\[CH2:21]/[CH:22]=[CH:23]\[CH2:24]/[CH:25]=[CH:26]\[CH2:27]/[CH:28]=[CH:29]\[CH2:30][CH3:31].